Task: Binary Classification. Given a miRNA mature sequence and a target amino acid sequence, predict their likelihood of interaction.. Dataset: Experimentally validated miRNA-target interactions with 360,000+ pairs, plus equal number of negative samples The miRNA is hsa-miR-6715b-3p with sequence CUCAAACCGGCUGUGCCUGUGG. The protein sequence of the target gene is MLPLSLLKTAQNHPMLVELKNGETYNGHLVSCDNWMNINLREVICTSRDGDKFWRMPECYIRGSTIKYLRIPDEIIDMVKEEVVAKGRGRGGLQQQKQQKGRGMGGAGRGVFGGRGRGGIPGTGRGQPEKKPGRQAGKQ. Result: 0 (no interaction).